Predict the reaction yield, written as a fraction of the theoretical maximum amount of product (1.0 means a 100% yield; for example, 0.34 means a 34% yield). From a dataset of Reaction yield outcomes from USPTO patents with 853,638 reactions. The reactants are C(O)(C(F)(F)F)=O.[Br:8][C:9]1[CH:42]=[CH:41][C:12]([NH:13][C:14]2[C:23]3[C:18](=[CH:19][C:20]([O:26][CH2:27][CH:28]4[CH2:33][CH2:32][N:31](C(OC(C)(C)C)=O)[CH2:30][CH2:29]4)=[C:21]([O:24][CH3:25])[CH:22]=3)[N:17]=[CH:16][N:15]=2)=[C:11]([F:43])[CH:10]=1. The catalyst is C(Cl)Cl. The product is [Br:8][C:9]1[CH:42]=[CH:41][C:12]([NH:13][C:14]2[C:23]3[C:18](=[CH:19][C:20]([O:26][CH2:27][CH:28]4[CH2:29][CH2:30][NH:31][CH2:32][CH2:33]4)=[C:21]([O:24][CH3:25])[CH:22]=3)[N:17]=[CH:16][N:15]=2)=[C:11]([F:43])[CH:10]=1. The yield is 0.705.